This data is from Reaction yield outcomes from USPTO patents with 853,638 reactions. The task is: Predict the reaction yield, written as a fraction of the theoretical maximum amount of product (1.0 means a 100% yield; for example, 0.34 means a 34% yield). (1) The reactants are [CH2:1]([O:8][C:9]1[CH:14]=[CH:13][C:12]([CH:15]([OH:22])[CH2:16][NH:17][C:18](=O)[CH2:19][CH3:20])=[CH:11][CH:10]=1)[C:2]1[CH:7]=[CH:6][CH:5]=[CH:4][CH:3]=1. The catalyst is C1COCC1. The product is [CH2:1]([O:8][C:9]1[CH:10]=[CH:11][C:12]([CH:15]([OH:22])[CH2:16][NH:17][CH2:18][CH2:19][CH3:20])=[CH:13][CH:14]=1)[C:2]1[CH:3]=[CH:4][CH:5]=[CH:6][CH:7]=1. The yield is 0.990. (2) The reactants are Cl[C:2]1[N:7]=[C:6]([N:8]2[CH2:13][CH2:12][O:11][CH2:10][CH2:9]2)[N:5]=[C:4]([N:14]2[C:18]3[CH:19]=[CH:20][CH:21]=[CH:22][C:17]=3[N:16]=[C:15]2[CH:23]([F:25])[F:24])[N:3]=1.[NH2:26][C:27]1[CH:32]=[CH:31][CH:30]=[CH:29][CH:28]=1.O. The catalyst is O1CCOCC1. The product is [F:24][CH:23]([F:25])[C:15]1[N:14]([C:4]2[N:5]=[C:6]([N:8]3[CH2:13][CH2:12][O:11][CH2:10][CH2:9]3)[N:7]=[C:2]([NH:26][C:27]3[CH:32]=[CH:31][CH:30]=[CH:29][CH:28]=3)[N:3]=2)[C:18]2[CH:19]=[CH:20][CH:21]=[CH:22][C:17]=2[N:16]=1. The yield is 0.490. (3) The reactants are [O:1]=[C:2]([N:10]1[CH2:14][CH2:13][CH2:12][C@H:11]1[C:15]([OH:17])=[O:16])[C:3](=[O:9])[C:4]([CH3:8])([CH3:7])[CH2:5][CH3:6].[C:18]1([CH2:24][CH2:25][CH2:26]O)[CH:23]=[CH:22][CH:21]=[CH:20][CH:19]=1.C1(N=C=NC2CCCCC2)CCCCC1.C12(CS(O)(=O)=O)C(C)(C)C(CC1)CC2=O. The catalyst is CN(C)C1C=CN=CC=1.C(Cl)Cl. The product is [CH3:8][C:4]([CH3:7])([CH2:5][CH3:6])[C:3](=[O:9])[C:2]([N:10]1[CH2:14][CH2:13][CH2:12][C@H:11]1[C:15]([O:17][CH2:26][CH2:25][CH2:24][C:18]1[CH:23]=[CH:22][CH:21]=[CH:20][CH:19]=1)=[O:16])=[O:1]. The yield is 0.800. (4) The reactants are [Cl:1][C:2]1[CH:3]=[C:4]([NH:10][C:11]([C:13]2[C:14]3[CH2:15][C:16](=[O:22])[NH:17][C:18]=3[CH:19]=[CH:20][CH:21]=2)=[O:12])[CH:5]=[CH:6][C:7]=1[O:8][CH3:9].[CH2:23]([N:25]([CH2:41][CH3:42])[CH2:26][CH2:27][CH2:28][NH:29][C:30]([C:32]1[C:36]([CH3:37])=[C:35]([CH:38]=O)[NH:34][C:33]=1[CH3:40])=[O:31])[CH3:24]. No catalyst specified. The product is [Cl:1][C:2]1[CH:3]=[C:4]([NH:10][C:11]([C:13]2[C:14]3[C:15](=[CH:38][C:35]4[NH:34][C:33]([CH3:40])=[C:32]([C:30](=[O:31])[NH:29][CH2:28][CH2:27][CH2:26][N:25]([CH2:41][CH3:42])[CH2:23][CH3:24])[C:36]=4[CH3:37])[C:16](=[O:22])[NH:17][C:18]=3[CH:19]=[CH:20][CH:21]=2)=[O:12])[CH:5]=[CH:6][C:7]=1[O:8][CH3:9]. The yield is 0.850. (5) The reactants are [F:1][C:2]1[CH:7]=[C:6]([F:8])[CH:5]=[CH:4][C:3]=1[C:9]1[N:10]=[C:11]2[N:15]([C:16]=1I)[CH:14]=[CH:13][O:12]2.F[C:19]1[CH:24]=[CH:23][C:22](B(O)O)=[CH:21][N:20]=1.C([O-])([O-])=O.[Cs+].[Cs+].O.[NH2:35][NH2:36]. The catalyst is O1CCOCC1.C(O)CC.O. The product is [F:1][C:2]1[CH:7]=[C:6]([F:8])[CH:5]=[CH:4][C:3]=1[C:9]1[N:10]=[C:11]2[N:15]([C:16]=1[C:22]1[CH:23]=[CH:24][C:19]([NH:35][NH2:36])=[N:20][CH:21]=1)[CH:14]=[CH:13][O:12]2. The yield is 0.630.